Dataset: Full USPTO retrosynthesis dataset with 1.9M reactions from patents (1976-2016). Task: Predict the reactants needed to synthesize the given product. (1) Given the product [CH3:1][O:2][C:3]([C:5]1[C:6]([C:11]2[CH:16]=[CH:15][C:14]([CH2:17][N:18]3[C:22]4[CH:23]=[C:24]([CH2:28][NH:29][CH3:30])[CH:25]=[C:26]([CH3:27])[C:21]=4[N:20]=[C:19]3[CH2:38][CH2:39][CH3:40])=[CH:13][CH:12]=2)=[CH:7][CH:8]=[CH:9][CH:10]=1)=[O:4], predict the reactants needed to synthesize it. The reactants are: [CH3:1][O:2][C:3]([C:5]1[C:6]([C:11]2[CH:16]=[CH:15][C:14]([CH2:17][N:18]3[C:22]4[CH:23]=[C:24]([CH2:28][N:29](C(OC(C)(C)C)=O)[CH3:30])[CH:25]=[C:26]([CH3:27])[C:21]=4[N:20]=[C:19]3[CH2:38][CH2:39][CH3:40])=[CH:13][CH:12]=2)=[CH:7][CH:8]=[CH:9][CH:10]=1)=[O:4].Cl.O1CCOCC1. (2) Given the product [Br:13][CH:3]([CH:2]([CH3:12])[CH3:1])[C:4]([C:6]1[CH:11]=[CH:10][CH:9]=[CH:8][CH:7]=1)=[O:5], predict the reactants needed to synthesize it. The reactants are: [CH3:1][CH:2]([CH3:12])[CH2:3][C:4]([C:6]1[CH:11]=[CH:10][CH:9]=[CH:8][CH:7]=1)=[O:5].[Br:13]Br.O. (3) Given the product [CH3:30][N:14]([CH2:15][C@H:16]1[CH2:20][CH2:19][CH2:18][N:17]1[C:21]([O:23][C:24]([CH3:25])([CH3:26])[CH3:27])=[O:22])[CH2:13][C:10]1[CH:9]=[CH:8][C:7]([O:6][C:5]2[CH:4]=[CH:3][C:2]([Br:1])=[CH:29][CH:28]=2)=[CH:12][CH:11]=1, predict the reactants needed to synthesize it. The reactants are: [Br:1][C:2]1[CH:29]=[CH:28][C:5]([O:6][C:7]2[CH:12]=[CH:11][C:10]([CH2:13][NH:14][CH2:15][CH:16]3[CH2:20][CH2:19][CH2:18][N:17]3[C:21]([O:23][C:24]([CH3:27])([CH3:26])[CH3:25])=[O:22])=[CH:9][CH:8]=2)=[CH:4][CH:3]=1.[C:30](O)(=O)C.C=O.C(O[BH-](OC(=O)C)OC(=O)C)(=O)C.[Na+].C(=O)(O)[O-].[Na+]. (4) The reactants are: [H-].[Na+].[I-].[CH3:4][S+](C)(C)=O.[F:9][C:10]1[CH:18]=[CH:17][C:16]2[C:12](=[CH:13][N:14]([CH3:19])[N:15]=2)[C:11]=1/[CH:20]=[CH:21]/[C:22]([O:24][CH2:25][CH3:26])=[O:23].O. Given the product [F:9][C:10]1[CH:18]=[CH:17][C:16]2[C:12](=[CH:13][N:14]([CH3:19])[N:15]=2)[C:11]=1[C@@H:20]1[CH2:4][C@H:21]1[C:22]([O:24][CH2:25][CH3:26])=[O:23], predict the reactants needed to synthesize it. (5) The reactants are: [CH2:1]([O:5][CH2:6][CH2:7][O:8][C:9]1[CH:14]=[CH:13][C:12]([C:15]2[CH:16]=[CH:17][C:18]3[NH:24][CH2:23][CH2:22][C:21]([C:25]([NH:27][C:28]4[CH:33]=[CH:32][C:31]([CH:34]([OH:43])[C:35]5[CH:40]=[C:39]([CH3:41])[CH:38]=[CH:37][N+:36]=5[O-:42])=[CH:30][CH:29]=4)=[O:26])=[CH:20][C:19]=3[CH:44]=2)=[CH:11][CH:10]=1)[CH2:2][CH2:3][CH3:4]. Given the product [CH2:1]([O:5][CH2:6][CH2:7][O:8][C:9]1[CH:10]=[CH:11][C:12]([C:15]2[CH:16]=[CH:17][C:18]3[N:24]([CH2:11][CH:12]([CH3:15])[CH3:13])[CH2:23][CH2:22][C:21]([C:25]([NH:27][C:28]4[CH:33]=[CH:32][C:31]([CH:34]([OH:43])[C:35]5[CH:40]=[C:39]([CH3:41])[CH:38]=[CH:37][N+:36]=5[O-:42])=[CH:30][CH:29]=4)=[O:26])=[CH:20][C:19]=3[CH:44]=2)=[CH:13][CH:14]=1)[CH2:2][CH2:3][CH3:4], predict the reactants needed to synthesize it. (6) The reactants are: C(N(CC)CC)C.[CH3:8][S:9](Cl)(=[O:11])=[O:10].[O:13]([CH2:20][C:21]1([CH2:25][OH:26])[CH2:24][CH2:23][CH2:22]1)[C:14]1[CH:19]=[CH:18][CH:17]=[CH:16][CH:15]=1. Given the product [CH3:8][S:9]([O:26][CH2:25][C:21]1([CH2:20][O:13][C:14]2[CH:19]=[CH:18][CH:17]=[CH:16][CH:15]=2)[CH2:24][CH2:23][CH2:22]1)(=[O:11])=[O:10], predict the reactants needed to synthesize it. (7) The reactants are: [OH:1][C:2]1[CH:9]=[C:8]([N+:10]([O-:12])=[O:11])[CH:7]=[CH:6][C:3]=1[CH2:4][NH2:5].CCN(CC)CC.[Cl:20][CH2:21][CH2:22][N:23]([CH2:28][CH2:29][Cl:30])[P:24](Cl)(Cl)=[O:25]. Given the product [N+:10]([C:8]1[CH:7]=[CH:6][C:3]2[CH2:4][NH:5][P:24](=[O:25])([N:23]([CH2:28][CH2:29][Cl:30])[CH2:22][CH2:21][Cl:20])[O:1][C:2]=2[CH:9]=1)([O-:12])=[O:11], predict the reactants needed to synthesize it.